This data is from Reaction yield outcomes from USPTO patents with 853,638 reactions. The task is: Predict the reaction yield, written as a fraction of the theoretical maximum amount of product (1.0 means a 100% yield; for example, 0.34 means a 34% yield). (1) The product is [C:2]([N:6]1[CH:14]=[C:13]2[C:8]([C:9](=[O:20])[NH:10][C:11]3([CH2:19][CH2:18][N:17]([C:38]([C:25]4[CH:26]=[C:27]5[C:31](=[C:23]([O:22][CH3:21])[CH:24]=4)[NH:30][N:29]=[CH:28]5)=[O:39])[CH2:16][CH2:15]3)[CH2:12]2)=[N:7]1)([CH3:5])([CH3:3])[CH3:4]. The yield is 0.100. The catalyst is CN(C)C=O.O. The reactants are Cl.[C:2]([N:6]1[CH:14]=[C:13]2[C:8]([C:9](=[O:20])[NH:10][C:11]3([CH2:19][CH2:18][NH:17][CH2:16][CH2:15]3)[CH2:12]2)=[N:7]1)([CH3:5])([CH3:4])[CH3:3].[CH3:21][O:22][C:23]1[CH:24]=[C:25]([C:38](O)=[O:39])[CH:26]=[C:27]2[C:31]=1[N:30](C1CCCCO1)[N:29]=[CH:28]2.C(N(CC)CC)C.CCCP1(OP(CCC)(=O)OP(CCC)(=O)O1)=O.Cl. (2) The reactants are Cl[C:2]1[C:11]2[C:6](=[CH:7][C:8]([O:20][CH3:21])=[CH:9][C:10]=2[O:12][CH:13]2[CH2:18][CH2:17][N:16]([CH3:19])[CH2:15][CH2:14]2)[N:5]=[CH:4][N:3]=1.[NH2:22][C:23]1[CH:24]=[C:25]2[C:29](=[CH:30][CH:31]=1)[NH:28][N:27]=[CH:26]2. No catalyst specified. The product is [NH:28]1[C:29]2[C:25](=[CH:24][C:23]([NH:22][C:2]3[C:11]4[C:6](=[CH:7][C:8]([O:20][CH3:21])=[CH:9][C:10]=4[O:12][CH:13]4[CH2:18][CH2:17][N:16]([CH3:19])[CH2:15][CH2:14]4)[N:5]=[CH:4][N:3]=3)=[CH:31][CH:30]=2)[CH:26]=[N:27]1. The yield is 0.280. (3) The reactants are [C:1]([C:4]1[CH:9]=[C:8]([F:10])[C:7]([NH:11][S:12]([CH3:15])(=[O:14])=[O:13])=[C:6]([F:16])[CH:5]=1)(=O)[CH3:2].[CH3:17][C:18]([S@:21]([NH2:23])=[O:22])([CH3:20])[CH3:19]. The catalyst is C1COCC1.[Cl-].[Na+].O. The product is [F:10][C:8]1[CH:9]=[C:4]([C:1](=[N:23][S:21]([C:18]([CH3:20])([CH3:19])[CH3:17])=[O:22])[CH3:2])[CH:5]=[C:6]([F:16])[C:7]=1[NH:11][S:12]([CH3:15])(=[O:14])=[O:13]. The yield is 0.850. (4) The reactants are [OH:1][B:2]1[C:6]2[C:7](/[CH:11]=[CH:12]/[CH2:13][CH2:14][C:15]([OH:17])=[O:16])=[CH:8][CH:9]=[CH:10][C:5]=2[CH2:4][O:3]1. The catalyst is C(OCC)(=O)C.[Pd]. The product is [OH:1][B:2]1[C:6]2[C:7]([CH2:11][CH2:12][CH2:13][CH2:14][C:15]([OH:17])=[O:16])=[CH:8][CH:9]=[CH:10][C:5]=2[CH2:4][O:3]1. The yield is 0.250. (5) The reactants are [NH2:1][C:2]1[C:3]2[C:10]([C:11]3[CH:16]=[CH:15][C:14]([Cl:17])=[CH:13][CH:12]=3)=[C:9]([Cl:18])[N:8]([C@@H:19]3[CH2:23][CH2:22][N:21]([C:24](OC(C)(C)C)=[O:25])[CH2:20]3)[C:4]=2[N:5]=[CH:6][N:7]=1.C(O)(C(F)(F)F)=O.CCN(C(C)C)C(C)C.[CH:47]1([N:50]([CH3:57])[CH2:51]/[CH:52]=[CH:53]/C(O)=O)[CH2:49][CH2:48]1.CN(C(ON1N=NC2C=CC=CC1=2)=[N+](C)C)C.F[P-](F)(F)(F)(F)F. The catalyst is C(Cl)Cl. The product is [NH2:1][C:2]1[C:3]2[C:10]([C:11]3[CH:12]=[CH:13][C:14]([Cl:17])=[CH:15][CH:16]=3)=[C:9]([Cl:18])[N:8]([C@@H:19]3[CH2:23][CH2:22][N:21]([C:24](=[O:25])/[CH:53]=[CH:52]/[CH2:51][N:50]([CH:47]4[CH2:49][CH2:48]4)[CH3:57])[CH2:20]3)[C:4]=2[N:5]=[CH:6][N:7]=1. The yield is 0.0790. (6) The reactants are [OH-].[Na+].[N:3]1([CH:8]([CH2:17][CH2:18][CH2:19][CH2:20][CH2:21][CH2:22][CH2:23][CH2:24][CH2:25][CH2:26][CH2:27][CH3:28])[CH2:9][CH2:10][CH2:11][CH2:12][C:13]([O:15]C)=[O:14])[CH:7]=[CH:6][N:5]=[CH:4]1. The catalyst is CO.O. The product is [N:3]1([CH:8]([CH2:17][CH2:18][CH2:19][CH2:20][CH2:21][CH2:22][CH2:23][CH2:24][CH2:25][CH2:26][CH2:27][CH3:28])[CH2:9][CH2:10][CH2:11][CH2:12][C:13]([OH:15])=[O:14])[CH:7]=[CH:6][N:5]=[CH:4]1. The yield is 0.770.